This data is from HIV replication inhibition screening data with 41,000+ compounds from the AIDS Antiviral Screen. The task is: Binary Classification. Given a drug SMILES string, predict its activity (active/inactive) in a high-throughput screening assay against a specified biological target. The molecule is [Br-].c1cc(C[S+]2CCCC2)oc1C[S+]1CCCC1. The result is 0 (inactive).